Dataset: Catalyst prediction with 721,799 reactions and 888 catalyst types from USPTO. Task: Predict which catalyst facilitates the given reaction. (1) Reactant: Cl[Sn]Cl.Cl.[CH3:5][N:6]1[CH2:11][CH2:10][N:9]([C:12]2[CH:17]=[CH:16][C:15]([N+:18]([O-])=O)=[CH:14][C:13]=2[CH2:21][N:22]2[CH2:27][CH2:26][N:25]([CH3:28])[CH2:24][CH2:23]2)[CH2:8][CH2:7]1.C([O-])([O-])=O.[Na+].[Na+]. Product: [CH3:5][N:6]1[CH2:7][CH2:8][N:9]([C:12]2[CH:17]=[CH:16][C:15]([NH2:18])=[CH:14][C:13]=2[CH2:21][N:22]2[CH2:23][CH2:24][N:25]([CH3:28])[CH2:26][CH2:27]2)[CH2:10][CH2:11]1. The catalyst class is: 1. (2) Reactant: [OH:1][C@@H:2]([CH:21]([CH3:26])[CH2:22][C:23]#[C:24][CH3:25])/[CH:3]=[CH:4]/[C@H:5]1[CH2:9][CH2:8][C:7](=[O:10])[N:6]1[CH2:11][CH2:12][CH2:13][CH2:14][CH2:15][CH2:16][C:17]([O:19]C)=[O:18].S([O-])(O)(=O)=O.[K+].[Cl-].[Na+].O. Product: [OH:1][C@@H:2]([CH:21]([CH3:26])[CH2:22][C:23]#[C:24][CH3:25])/[CH:3]=[CH:4]/[C@H:5]1[CH2:9][CH2:8][C:7](=[O:10])[N:6]1[CH2:11][CH2:12][CH2:13][CH2:14][CH2:15][CH2:16][C:17]([OH:19])=[O:18]. The catalyst class is: 273. (3) Reactant: [Cl:1][C:2]1[CH:3]=[C:4]([C:8]2[CH:17]=[C:16]([CH:18]=[O:19])[C:15]([O:20][CH3:21])=[C:14]3[C:9]=2[CH:10]=[N:11][C:12]([NH:22][CH3:23])=[N:13]3)[CH:5]=[CH:6][CH:7]=1.[BH4-].[Na+].CC(C)=O. Product: [Cl:1][C:2]1[CH:3]=[C:4]([C:8]2[CH:17]=[C:16]([CH2:18][OH:19])[C:15]([O:20][CH3:21])=[C:14]3[C:9]=2[CH:10]=[N:11][C:12]([NH:22][CH3:23])=[N:13]3)[CH:5]=[CH:6][CH:7]=1. The catalyst class is: 353. (4) Reactant: [CH3:1][C:2]1[C:7]([N+:8]([O-])=O)=C[CH:5]=[CH:4][C:3]=1[O:11][CH3:12].[N:13]([CH2:16][C:17]([O:19][CH2:20][CH3:21])=[O:18])=[N+:14]=[N-:15]. Product: [N:13]([C:16](=[CH:1][C:2]1[CH:7]=[N:8][CH:5]=[CH:4][C:3]=1[O:11][CH3:12])[C:17]([O:19][CH2:20][CH3:21])=[O:18])=[N+:14]=[N-:15]. The catalyst class is: 14. (5) Reactant: [NH2:1][C:2]1[CH:3]=[C:4]2[C:9](=[CH:10][C:11]=1[C:12]([OH:14])=[O:13])[N:8]=[C:7]([C:15]([F:18])([F:17])[F:16])[CH:6]=[CH:5]2.[Cl:19]N[C:21](=O)[CH2:22]CC(N)=O. Product: [CH2:21]([NH+:8]([CH2:7][CH3:15])[CH2:9][CH3:10])[CH3:22].[NH2:1][C:2]1[C:3]([Cl:19])=[C:4]2[C:9](=[CH:10][C:11]=1[C:12]([O-:14])=[O:13])[N:8]=[C:7]([C:15]([F:18])([F:16])[F:17])[CH:6]=[CH:5]2. The catalyst class is: 42. (6) Reactant: F[C:2]1[C:7]([CH:8]2[CH2:13][CH2:12][O:11][CH2:10][CH2:9]2)=[CH:6][CH:5]=[CH:4][N:3]=1.[S:14]1[C:18]2[CH:19]=[CH:20][CH:21]=[CH:22][C:17]=2[N:16]=[C:15]1[NH:23][C:24]1[CH:29]=[CH:28][C:27]([OH:30])=[CH:26][CH:25]=1.C(=O)([O-])[O-].[Cs+].[Cs+]. Product: [O:11]1[CH2:12][CH2:13][CH:8]([C:7]2[C:2]([O:30][C:27]3[CH:26]=[CH:25][C:24]([NH:23][C:15]4[S:14][C:18]5[CH:19]=[CH:20][CH:21]=[CH:22][C:17]=5[N:16]=4)=[CH:29][CH:28]=3)=[N:3][CH:4]=[CH:5][CH:6]=2)[CH2:9][CH2:10]1. The catalyst class is: 60.